The task is: Regression. Given a peptide amino acid sequence and an MHC pseudo amino acid sequence, predict their binding affinity value. This is MHC class I binding data.. This data is from Peptide-MHC class I binding affinity with 185,985 pairs from IEDB/IMGT. (1) The peptide sequence is VPFVQWFVGL. The MHC is Patr-A0401 with pseudo-sequence Patr-A0401. The binding affinity (normalized) is 0.203. (2) The peptide sequence is KLIEEKKF. The MHC is Mamu-B17 with pseudo-sequence Mamu-B17. The binding affinity (normalized) is 0.0492.